From a dataset of Catalyst prediction with 721,799 reactions and 888 catalyst types from USPTO. Predict which catalyst facilitates the given reaction. (1) Reactant: [CH:1]1([C:4]2[CH:5]=[C:6]([C:16](=[CH:22][C@@H:23]3[CH2:43][CH2:42][C:25]4(O[C@@H](C5C=CC=CC=5)[C@H](C5C=CC=CC=5)[O:26]4)[CH2:24]3)[C:17]([O:19]CC)=[O:18])[CH:7]=[CH:8][C:9]=2[S:10]([CH:13]2[CH2:15][CH2:14]2)(=[O:12])=[O:11])[CH2:3][CH2:2]1.[OH-].[K+].Cl.C(Cl)(Cl)Cl. Product: [CH:1]1([C:4]2[CH:5]=[C:6](/[C:16](=[CH:22]\[C@@H:23]3[CH2:43][CH2:42][C:25](=[O:26])[CH2:24]3)/[C:17]([OH:19])=[O:18])[CH:7]=[CH:8][C:9]=2[S:10]([CH:13]2[CH2:14][CH2:15]2)(=[O:12])=[O:11])[CH2:2][CH2:3]1. The catalyst class is: 71. (2) Reactant: [CH-:1]1[CH:5]=[CH:4][CH:3]=[CH:2]1.[Na+].Br[CH2:8][CH2:9][CH2:10][O:11][Si:12]([CH3:15])([CH3:14])[CH3:13].[Cl-].[NH4+]. Product: [CH3:13][Si:12]([CH3:15])([CH3:14])[O:11][CH2:10][CH2:9][CH2:8][C:1]1[CH2:5][CH:4]=[CH:3][CH:2]=1. The catalyst class is: 7. (3) Reactant: [CH2:1]([O:8][N:9]([CH2:12][C:13]1(C(O)=O)[CH2:18][C@H:17]([CH3:19])[CH2:16][C@H:15]([CH3:20])[CH2:14]1)[CH:10]=[O:11])[C:2]1[CH:7]=[CH:6][CH:5]=[CH:4][CH:3]=1.[NH:24]([C:26]1[N:31]=[C:30]([C:32]([F:35])([F:34])[F:33])[CH:29]=[CH:28][N:27]=1)[NH2:25].CN1CC[O:40][CH2:39]C1.C1C=NC2N(O)N=NC=2C=1.Cl.CN(C)CCCN=C=NCC. Product: [CH2:1]([O:8][N:9]([CH:12]([C:39]([NH:25][NH:24][C:26]1[N:31]=[C:30]([C:32]([F:35])([F:34])[F:33])[CH:29]=[CH:28][N:27]=1)=[O:40])[CH:13]1[CH2:14][C@H:15]([CH3:20])[CH2:16][C@H:17]([CH3:19])[CH2:18]1)[CH:10]=[O:11])[C:2]1[CH:3]=[CH:4][CH:5]=[CH:6][CH:7]=1. The catalyst class is: 3. (4) Reactant: [OH:1][CH:2]1[CH:8]([NH:9][C:10]([C@@H:12]([NH:17][C:18]([C:20]2[O:21][C:22]3[CH:28]=[CH:27][CH:26]=[CH:25][C:23]=3[CH:24]=2)=[O:19])[CH2:13][CH:14]([CH3:16])[CH3:15])=[O:11])[CH2:7][CH2:6][CH2:5][NH:4][CH2:3]1.[C:29](O)(=[O:36])[C:30]1[CH:35]=[CH:34][CH:33]=[CH:32][CH:31]=1.C1C=CC2N(O)N=NC=2C=1.C(Cl)CCl. Product: [C:29]([N:4]1[CH2:5][CH2:6][CH2:7][CH:8]([NH:9][C:10]([C@@H:12]([NH:17][C:18]([C:20]2[O:21][C:22]3[CH:28]=[CH:27][CH:26]=[CH:25][C:23]=3[CH:24]=2)=[O:19])[CH2:13][CH:14]([CH3:15])[CH3:16])=[O:11])[CH:2]([OH:1])[CH2:3]1)(=[O:36])[C:30]1[CH:35]=[CH:34][CH:33]=[CH:32][CH:31]=1. The catalyst class is: 98. (5) Reactant: [F:1][CH:2]([F:33])[C:3]1[C:11]2[C:6](=[CH:7][C:8]([C:12]([F:15])([F:14])[F:13])=[CH:9][CH:10]=2)[N:5]([S:16]([C:19]2[CH:24]=[CH:23][C:22]([O:25][CH3:26])=[C:21]([N:27]3[CH2:32][CH2:31][NH:30][CH2:29][CH2:28]3)[CH:20]=2)(=[O:18])=[O:17])[CH:4]=1.C([O-])([O-])=O.[K+].[K+].Br[CH2:41][CH3:42]. Product: [F:33][CH:2]([F:1])[C:3]1[C:11]2[C:6](=[CH:7][C:8]([C:12]([F:13])([F:14])[F:15])=[CH:9][CH:10]=2)[N:5]([S:16]([C:19]2[CH:24]=[CH:23][C:22]([O:25][CH3:26])=[C:21]([N:27]3[CH2:28][CH2:29][N:30]([CH2:41][CH3:42])[CH2:31][CH2:32]3)[CH:20]=2)(=[O:18])=[O:17])[CH:4]=1. The catalyst class is: 21. (6) Reactant: [CH:1]([N:4]1[C:8]([C:9]2[CH:14]=[CH:13][C:12]([O:15][CH3:16])=[CH:11][CH:10]=2)=[C:7]([CH2:17][C:18]2[CH:23]=[CH:22][C:21]([O:24][CH3:25])=[CH:20][C:19]=2[O:26][CH3:27])[C:6](=[O:28])[NH:5]1)([CH3:3])[CH3:2].CC([O:32][CH2:33][C@H:34]1[O:39][C@H:38](Br)[C@H:37]([O:41]C(C)=O)[C@@H:36]([O:45]C(C)=O)[C@@H:35]1[O:49]C(C)=O)=O.[OH-].[Na+]. Product: [C@@H:38]1([O:28][C:6]2[C:7]([CH2:17][C:18]3[CH:23]=[CH:22][C:21]([O:24][CH3:25])=[CH:20][C:19]=3[O:26][CH3:27])=[C:8]([C:9]3[CH:14]=[CH:13][C:12]([O:15][CH3:16])=[CH:11][CH:10]=3)[N:4]([CH:1]([CH3:2])[CH3:3])[N:5]=2)[O:39][C@H:34]([CH2:33][OH:32])[C@@H:35]([OH:49])[C@H:36]([OH:45])[C@H:37]1[OH:41]. The catalyst class is: 4.